Dataset: Reaction yield outcomes from USPTO patents with 853,638 reactions. Task: Predict the reaction yield, written as a fraction of the theoretical maximum amount of product (1.0 means a 100% yield; for example, 0.34 means a 34% yield). (1) The reactants are [C:1]([N:4]1[C:13]2[C:8](=[CH:9][C:10]([C:14]#[N:15])=[CH:11][CH:12]=2)[C@H:7]([NH:16][C:17]2[CH:22]=[CH:21][CH:20]=[CH:19][C:18]=2[N+:23]([O-])=O)[C@@H:6]([CH3:26])[C@@H:5]1[CH:27]1[CH2:29][CH2:28]1)(=[O:3])[CH3:2].[Cl-].[NH4+]. The catalyst is C(O)(C)C.CO.C(Cl)Cl.[Fe]. The product is [C:1]([N:4]1[C:13]2[C:8](=[CH:9][C:10]([C:14]#[N:15])=[CH:11][CH:12]=2)[C@H:7]([NH:16][C:17]2[CH:22]=[CH:21][CH:20]=[CH:19][C:18]=2[NH2:23])[C@@H:6]([CH3:26])[C@@H:5]1[CH:27]1[CH2:29][CH2:28]1)(=[O:3])[CH3:2]. The yield is 0.830. (2) The reactants are [O:1]=[C:2]1[CH2:11][CH2:10][C:9]2[C:4](=[CH:5][CH:6]=[C:7]([O:12][CH2:13][C:14]([NH:16][NH2:17])=[O:15])[CH:8]=2)[NH:3]1.[Cl:18][C:19]1[CH:24]=[CH:23][C:22]([N:25]=[C:26]=[S:27])=[CH:21][CH:20]=1. The catalyst is CN(C=O)C. The product is [Cl:18][C:19]1[CH:24]=[CH:23][C:22]([NH:25][C:26]([NH:17][NH:16][C:14](=[O:15])[CH2:13][O:12][C:7]2[CH:8]=[C:9]3[C:4](=[CH:5][CH:6]=2)[NH:3][C:2](=[O:1])[CH2:11][CH2:10]3)=[S:27])=[CH:21][CH:20]=1. The yield is 0.730. (3) The reactants are [CH2:1]([O:8][C:9]1[CH:14]=[C:13]([O:15][CH2:16][C:17]2[CH:22]=[CH:21][CH:20]=[CH:19][CH:18]=2)[C:12]([C:23]([CH3:25])=[CH2:24])=[CH:11][C:10]=1[C:26]([N:28]1[CH2:33][CH2:32][CH:31]([CH2:34][CH:35]=O)[CH2:30][CH2:29]1)=[O:27])[C:2]1[CH:7]=[CH:6][CH:5]=[CH:4][CH:3]=1.S(C1C=CC(C)=CC=1)(O)(=O)=O.[CH:48]1([O:53][C:54](=[O:61])[C@H:55]([CH2:57][CH:58]([CH3:60])[CH3:59])[NH2:56])[CH2:52][CH2:51][CH2:50][CH2:49]1.C(O[BH-](OC(=O)C)OC(=O)C)(=O)C.[Na+].CCCCCCC. The catalyst is ClC(Cl)C. The product is [CH2:1]([O:8][C:9]1[CH:14]=[C:13]([O:15][CH2:16][C:17]2[CH:18]=[CH:19][CH:20]=[CH:21][CH:22]=2)[C:12]([C:23]([CH3:25])=[CH2:24])=[CH:11][C:10]=1[C:26]([N:28]1[CH2:29][CH2:30][CH:31]([CH2:34][CH2:35][NH:56][C@H:55]([C:54]([O:53][CH:48]2[CH2:49][CH2:50][CH2:51][CH2:52]2)=[O:61])[CH2:57][CH:58]([CH3:59])[CH3:60])[CH2:32][CH2:33]1)=[O:27])[C:2]1[CH:7]=[CH:6][CH:5]=[CH:4][CH:3]=1. The yield is 0.750. (4) The reactants are [Cl:1][C:2]1[CH:3]=[CH:4][C:5]2[N:6]([C:8]([CH3:26])=[C:9]([NH:11][S:12]([C:15]3[CH:20]=[CH:19][C:18]([N:21]4[CH:25]=[CH:24][CH:23]=[N:22]4)=[CH:17][CH:16]=3)(=[O:14])=[O:13])[N:10]=2)[CH:7]=1.C([O-])([O-])=O.[Na+].[Na+].[F:33][C:34]1[CH:41]=[CH:40][C:37]([CH2:38]Br)=[CH:36][C:35]=1[C:42]([F:45])([F:44])[F:43]. The catalyst is CN(C=O)C.C(OCC)(=O)C. The product is [Cl:1][C:2]1[CH:3]=[CH:4][C:5]2[N:6]([C:8]([CH3:26])=[C:9]([N:11]([CH2:38][C:37]3[CH:40]=[CH:41][C:34]([F:33])=[C:35]([C:42]([F:45])([F:43])[F:44])[CH:36]=3)[S:12]([C:15]3[CH:16]=[CH:17][C:18]([N:21]4[CH:25]=[CH:24][CH:23]=[N:22]4)=[CH:19][CH:20]=3)(=[O:14])=[O:13])[N:10]=2)[CH:7]=1. The yield is 0.720. (5) The reactants are [C:1]1([C:11]2[CH:23]=[C:14]3[NH:15][CH:16]=[C:17](C(O)=O)[C:18](=[O:19])[N:13]3[N:12]=2)[C:10]2[C:5](=[CH:6][CH:7]=[CH:8][CH:9]=2)[CH:4]=[CH:3][CH:2]=1.CS(C)=O.[Cl-].[Na+]. The catalyst is O. The product is [C:1]1([C:11]2[CH:23]=[C:14]3[NH:15][CH:16]=[CH:17][C:18](=[O:19])[N:13]3[N:12]=2)[C:10]2[C:5](=[CH:6][CH:7]=[CH:8][CH:9]=2)[CH:4]=[CH:3][CH:2]=1. The yield is 0.870. (6) The catalyst is C(O)(C)C. The yield is 0.560. The reactants are Cl[C:2]1[C:7]([N+:8]([O-:10])=[O:9])=[CH:6][N:5]=[C:4]2[CH:11]=[CH:12][S:13][C:3]=12.[NH2:14][C:15]1([CH2:25][OH:26])[CH2:24][CH2:23][C:18]2([O:22][CH2:21][CH2:20][O:19]2)[CH2:17][CH2:16]1.C(N(CC)CC)C.O. The product is [N+:8]([C:7]1[C:2]([NH:14][C:15]2([CH2:25][OH:26])[CH2:24][CH2:23][C:18]3([O:19][CH2:20][CH2:21][O:22]3)[CH2:17][CH2:16]2)=[C:3]2[S:13][CH:12]=[CH:11][C:4]2=[N:5][CH:6]=1)([O-:10])=[O:9]. (7) The reactants are [CH3:1][O:2][C:3]([C:5]1([C:8]2[CH:13]=[CH:12][C:11]([C:14](Cl)=[O:15])=[CH:10][CH:9]=2)[CH2:7][CH2:6]1)=[O:4].[C:17]([O:21][C:22](=[O:29])[NH:23][CH:24]1[CH2:28][CH2:27][NH:26][CH2:25]1)([CH3:20])([CH3:19])[CH3:18].CCN(C(C)C)C(C)C.O. The catalyst is C(Cl)Cl. The product is [CH3:1][O:2][C:3]([C:5]1([C:8]2[CH:13]=[CH:12][C:11]([C:14]([N:26]3[CH2:27][CH2:28][CH:24]([NH:23][C:22]([O:21][C:17]([CH3:20])([CH3:19])[CH3:18])=[O:29])[CH2:25]3)=[O:15])=[CH:10][CH:9]=2)[CH2:7][CH2:6]1)=[O:4]. The yield is 0.830. (8) The reactants are [CH3:1][C:2]1[CH:3]=[C:4]2[C:9](=[CH:10][CH:11]=1)[NH:8][C:7](=[O:12])[C:6]([C:13]#[N:14])=[C:5]2[N:15]1[CH2:20][CH2:19][N:18]([C:21]([C:23]2[S:24][CH:25]=[CH:26][CH:27]=2)=[O:22])[CH2:17][CH2:16]1.Cl.[CH3:29][N:30]([CH3:34])[CH2:31][CH2:32]Cl.C(=O)([O-])[O-].[K+].[K+]. The catalyst is CN(C=O)C. The product is [CH3:29][N:30]([CH3:34])[CH2:31][CH2:32][N:8]1[C:9]2[C:4](=[CH:3][C:2]([CH3:1])=[CH:11][CH:10]=2)[C:5]([N:15]2[CH2:16][CH2:17][N:18]([C:21]([C:23]3[S:24][CH:25]=[CH:26][CH:27]=3)=[O:22])[CH2:19][CH2:20]2)=[C:6]([C:13]#[N:14])[C:7]1=[O:12]. The yield is 0.240. (9) The reactants are [CH3:1][O:2][CH2:3][CH2:4][O:5][CH2:6][C:7]1[CH:12]=[CH:11][C:10]([O:13][C:14]2[CH:19]=[CH:18][C:17]([N+:20]([O-])=O)=[C:16]([O:23][CH:24]3[CH2:29][CH2:28][O:27][CH2:26][CH2:25]3)[CH:15]=2)=[CH:9][N:8]=1.[Cl-].[Ca+2].[Cl-].C(OCC)(=O)C.CCCCCC. The catalyst is C(O)C.O.[Fe]. The product is [CH3:1][O:2][CH2:3][CH2:4][O:5][CH2:6][C:7]1[N:8]=[CH:9][C:10]([O:13][C:14]2[CH:19]=[CH:18][C:17]([NH2:20])=[C:16]([O:23][CH:24]3[CH2:25][CH2:26][O:27][CH2:28][CH2:29]3)[CH:15]=2)=[CH:11][CH:12]=1. The yield is 0.740. (10) The reactants are [Cl:1][C:2]1[CH:10]=[C:9]2[C:5]([C:6]([CH:11]=[O:12])=[CH:7][NH:8]2)=[CH:4][C:3]=1[C:13]1[CH:24]=[CH:23][C:16]2[O:17][C@H:18]([CH2:21][OH:22])[CH2:19][O:20][C:15]=2[CH:14]=1.Cl([O-])=[O:26].[Na+].P([O-])(O)(O)=O.[Na+]. The catalyst is CC(=CC)C.O.C(O)(C)(C)C.C(#N)C. The product is [Cl:1][C:2]1[CH:10]=[C:9]2[C:5]([C:6]([C:11]([OH:26])=[O:12])=[CH:7][NH:8]2)=[CH:4][C:3]=1[C:13]1[CH:24]=[CH:23][C:16]2[O:17][C@H:18]([CH2:21][OH:22])[CH2:19][O:20][C:15]=2[CH:14]=1. The yield is 0.143.